Dataset: Retrosynthesis with 50K atom-mapped reactions and 10 reaction types from USPTO. Task: Predict the reactants needed to synthesize the given product. (1) Given the product CCN(CC)CCOC(=O)C(C)c1cccc(C(=O)c2cc3ccsc3s2)c1, predict the reactants needed to synthesize it. The reactants are: CC(C(=O)[O-])c1cccc(C(=O)c2cc3ccsc3s2)c1.CCN(CC)CCCl. (2) Given the product CC(C)(C)c1ccc(-c2nnn[nH]2)cc1, predict the reactants needed to synthesize it. The reactants are: CC(C)(C)c1ccc(C#N)cc1.[N-]=[N+]=[N-]. (3) Given the product CCOC(=O)c1c(-c2ccccc2)c(C(=O)OCC)n(CCCO)c1C, predict the reactants needed to synthesize it. The reactants are: CCOC(=O)c1[nH]c(C)c(C(=O)OCC)c1-c1ccccc1.OCCCBr.